Task: Predict the reactants needed to synthesize the given product.. Dataset: Full USPTO retrosynthesis dataset with 1.9M reactions from patents (1976-2016) (1) Given the product [F:8][C:5]1[CH:6]=[CH:7][C:2]([NH:1][C:10](=[O:12])[CH3:11])=[C:3]([OH:9])[CH:4]=1, predict the reactants needed to synthesize it. The reactants are: [NH2:1][C:2]1[CH:7]=[CH:6][C:5]([F:8])=[CH:4][C:3]=1[OH:9].[C:10](N1C=CN=C1)(=[O:12])[CH3:11]. (2) Given the product [CH3:30][O:29][CH:3]([O:2][CH3:1])[CH2:4][CH2:5][N:6]1[C:15]2[C:10](=[CH:11][CH:12]=[C:13]([O:16][CH3:17])[CH:14]=2)[NH:9][CH2:8][C:7]1=[O:28], predict the reactants needed to synthesize it. The reactants are: [CH3:1][O:2][CH:3]([O:29][CH3:30])[CH2:4][CH2:5][N:6]1[C:15]2[C:10](=[CH:11][CH:12]=[C:13]([O:16][CH3:17])[CH:14]=2)[N:9](C(OCC2C=CC=CC=2)=O)[CH2:8][C:7]1=[O:28].